This data is from Forward reaction prediction with 1.9M reactions from USPTO patents (1976-2016). The task is: Predict the product of the given reaction. (1) Given the reactants [Cl:1][C:2]1[CH:10]=[C:9]2[C:5]([CH2:6][C:7](=[O:11])[NH:8]2)=[CH:4][C:3]=1[F:12].[Cl:13][C:14]1[C:15]([F:22])=[C:16]([CH:19]=[CH:20][CH:21]=1)[CH:17]=O.N1CCCCC1, predict the reaction product. The product is: [Cl:1][C:2]1[CH:10]=[C:9]2[C:5](/[C:6](=[CH:17]/[C:16]3[CH:19]=[CH:20][CH:21]=[C:14]([Cl:13])[C:15]=3[F:22])/[C:7](=[O:11])[NH:8]2)=[CH:4][C:3]=1[F:12]. (2) Given the reactants [Cl:1][C:2]1[CH:7]=[CH:6][CH:5]=[CH:4][C:3]=1[N:8]1[C:12]2[CH:13]=[CH:14][CH:15]=[CH:16][C:11]=2[N:10]([CH2:17][CH2:18][N:19]2[CH2:24][CH2:23][N:22](C(OC(C)(C)C)=O)[CH2:21][CH2:20]2)[S:9]1(=[O:33])=[O:32].Cl, predict the reaction product. The product is: [Cl:1][C:2]1[CH:7]=[CH:6][CH:5]=[CH:4][C:3]=1[N:8]1[C:12]2[CH:13]=[CH:14][CH:15]=[CH:16][C:11]=2[N:10]([CH2:17][CH2:18][N:19]2[CH2:24][CH2:23][NH:22][CH2:21][CH2:20]2)[S:9]1(=[O:32])=[O:33]. (3) Given the reactants [OH:1][CH2:2][C@H:3]([NH:6][C:7]1[N:12]=[C:11]([NH:13][CH2:14][C:15]2[CH:20]=[CH:19][C:18]([C:21]3[CH:26]=[CH:25][CH:24]=[CH:23][N:22]=3)=[CH:17][CH:16]=2)[N:10]2[N:27]=[CH:28][C:29]([CH:30]([CH3:32])[CH3:31])=[C:9]2[N:8]=1)CC.NC[C@@H](O)[CH2:36][OH:37], predict the reaction product. The product is: [OH:37][CH2:36][C@H:2]([OH:1])[CH2:3][NH:6][C:7]1[N:12]=[C:11]([NH:13][CH2:14][C:15]2[CH:20]=[CH:19][C:18]([C:21]3[CH:26]=[CH:25][CH:24]=[CH:23][N:22]=3)=[CH:17][CH:16]=2)[N:10]2[N:27]=[CH:28][C:29]([CH:30]([CH3:32])[CH3:31])=[C:9]2[N:8]=1. (4) Given the reactants [Cl:1][C:2]1[N:3]=[C:4]([C:9]([NH:11][C@H:12]2[CH2:17][CH2:16][N:15]([C:18]3[S:19][C:20]([C:24]([O:26]CC)=[O:25])=[C:21]([CH3:23])[N:22]=3)[CH2:14][C@H:13]2[O:29][CH2:30][CH2:31][F:32])=[O:10])[NH:5][C:6]=1[CH2:7][CH3:8].[OH-].[Li+].CO, predict the reaction product. The product is: [Cl:1][C:2]1[N:3]=[C:4]([C:9]([NH:11][C@H:12]2[CH2:17][CH2:16][N:15]([C:18]3[S:19][C:20]([C:24]([OH:26])=[O:25])=[C:21]([CH3:23])[N:22]=3)[CH2:14][C@H:13]2[O:29][CH2:30][CH2:31][F:32])=[O:10])[NH:5][C:6]=1[CH2:7][CH3:8]. (5) Given the reactants O[C@@H:2]1[CH2:6][N:5]([C:7](OC(C)(C)C)=O)[C@H:4]([C:14](OC)=O)[CH2:3]1.[C:18]1(P(C2C=CC=CC=2)C2C=CC=CC=2)C=CC=CC=1.[N:37]([C:45](OC(C)C)=O)=NC(OC(C)C)=O, predict the reaction product. The product is: [N:37]1[C:3]2[C:4](=[CH:14][CH:18]=[CH:6][CH:2]=2)[N:5]=[CH:7][CH:45]=1. (6) Given the reactants [CH2:1]([CH:8]1[O:12][C:11](=[O:13])[CH:10]=[C:9]1[OH:14])[C:2]1[CH:7]=[CH:6][CH:5]=[CH:4][CH:3]=1.[CH:15](=O)[C:16]1[CH:21]=[CH:20][CH:19]=[CH:18][CH:17]=1.[F:23][C:24]1[CH:25]=[C:26]2[C:30](=[CH:31][CH:32]=1)[NH:29][CH:28]=[C:27]2[CH2:33][CH2:34][NH:35][C:36](=[O:38])[CH3:37], predict the reaction product. The product is: [CH2:1]([CH:8]1[O:12][C:11](=[O:13])[C:10]([CH:15]([C:16]2[CH:21]=[CH:20][CH:19]=[CH:18][CH:17]=2)[C:28]2[NH:29][C:30]3[C:26]([C:27]=2[CH2:33][CH2:34][NH:35][C:36](=[O:38])[CH3:37])=[CH:25][C:24]([F:23])=[CH:32][CH:31]=3)=[C:9]1[OH:14])[C:2]1[CH:3]=[CH:4][CH:5]=[CH:6][CH:7]=1. (7) Given the reactants [OH:1][CH:2]1[CH2:5][CH:4]([NH:6][C:7]([C:9]2[CH:14]=[CH:13][C:12]([C:15]3[CH:20]=[CH:19][C:18]([CH2:21][C@H:22]([NH:35][C:36]([C@H:38]4[CH2:43][CH2:42][C@H:41]([CH2:44][NH:45]C(=O)OC(C)(C)C)[CH2:40][CH2:39]4)=[O:37])[C:23]([NH:25][C:26]4[CH:34]=[C:33]5[C:29]([CH:30]=[N:31][NH:32]5)=[CH:28][CH:27]=4)=[O:24])=[CH:17][CH:16]=3)=[C:11]([CH3:53])[CH:10]=2)=[O:8])[CH2:3]1.[ClH:54], predict the reaction product. The product is: [ClH:54].[NH2:45][CH2:44][C@H:41]1[CH2:42][CH2:43][C@H:38]([C:36]([NH:35][C@H:22]([C:23]([NH:25][C:26]2[CH:34]=[C:33]3[C:29]([CH:30]=[N:31][NH:32]3)=[CH:28][CH:27]=2)=[O:24])[CH2:21][C:18]2[CH:17]=[CH:16][C:15]([C:12]3[CH:13]=[CH:14][C:9]([C:7]([NH:6][CH:4]4[CH2:5][CH:2]([OH:1])[CH2:3]4)=[O:8])=[CH:10][C:11]=3[CH3:53])=[CH:20][CH:19]=2)=[O:37])[CH2:39][CH2:40]1.